From a dataset of CYP2D6 inhibition data for predicting drug metabolism from PubChem BioAssay. Regression/Classification. Given a drug SMILES string, predict its absorption, distribution, metabolism, or excretion properties. Task type varies by dataset: regression for continuous measurements (e.g., permeability, clearance, half-life) or binary classification for categorical outcomes (e.g., BBB penetration, CYP inhibition). Dataset: cyp2d6_veith. (1) The molecule is Nc1ccn([C@@H]2CC[C@H](CO)O2)c(=O)n1. The result is 0 (non-inhibitor). (2) The compound is O=c1c(-c2cccs2)nc2cnc(Nc3ccccc3)nc2n1C[C@H]1CCCO1. The result is 0 (non-inhibitor). (3) The molecule is COc1cc(OC)c(/C=C2/C(=O)Nc3ccccc32)c(OC)c1. The result is 0 (non-inhibitor). (4) The drug is Cc1ncc(CSC(=N)N)n1Cc1ccccc1. The result is 0 (non-inhibitor). (5) The drug is Cc1cccc(C(=O)NNC(=O)C2CCCO2)c1. The result is 0 (non-inhibitor).